This data is from Forward reaction prediction with 1.9M reactions from USPTO patents (1976-2016). The task is: Predict the product of the given reaction. (1) Given the reactants [CH3:1][S:2]([OH:5])(=[O:4])=[O:3].[F:6][C:7]1[CH:29]=[CH:28][C:10]([CH2:11][O:12][C:13]2[CH:18]=[CH:17][N:16]=[C:15]3[C:19]([CH3:27])=[C:20]([CH3:26])[N:21]([CH2:22][CH2:23][O:24][CH3:25])[C:14]=23)=[CH:9][CH:8]=1, predict the reaction product. The product is: [CH3:1][S:2]([OH:5])(=[O:4])=[O:3].[F:6][C:7]1[CH:29]=[CH:28][C:10]([CH2:11][O:12][C:13]2[CH:18]=[CH:17][N:16]=[C:15]3[C:19]([CH3:27])=[C:20]([CH3:26])[N:21]([CH2:22][CH2:23][O:24][CH3:25])[C:14]=23)=[CH:9][CH:8]=1. (2) Given the reactants [CH2:1]([C:3]([C:25]1[CH:30]=[CH:29][C:28]([OH:31])=[C:27]([CH3:32])[CH:26]=1)([C:6]1[CH:11]=[CH:10][C:9]([C:12]#[C:13][C:14]([OH:23])([C:19]([F:22])([F:21])[F:20])[C:15]([F:18])([F:17])[F:16])=[C:8]([CH3:24])[CH:7]=1)[CH2:4][CH3:5])[CH3:2].[H-].[H-].[H-].[H-].[Li+].[Al+3].[NH4+].[Cl-], predict the reaction product. The product is: [CH2:1]([C:3]([C:25]1[CH:30]=[CH:29][C:28]([OH:31])=[C:27]([CH3:32])[CH:26]=1)([C:6]1[CH:11]=[CH:10][C:9](/[CH:12]=[CH:13]/[C:14]([OH:23])([C:19]([F:20])([F:21])[F:22])[C:15]([F:18])([F:17])[F:16])=[C:8]([CH3:24])[CH:7]=1)[CH2:4][CH3:5])[CH3:2]. (3) Given the reactants C[O-].[Na+].[F:4][C:5]1[CH:6]=[C:7]2[C:11](=[CH:12][CH:13]=1)[C:10](=[CH:14][C:15]1[CH:20]=[CH:19][C:18]([S:21]([CH3:23])=[O:22])=[CH:17][CH:16]=1)[C:9]([CH3:24])=[C:8]2[CH2:25][C:26]([OH:28])=[O:27].C(=O)(O)[O-:30].[Na+].OO.[H][H], predict the reaction product. The product is: [F:4][C:5]1[CH:6]=[C:7]2[C:11](=[CH:12][CH:13]=1)[C:10](=[CH:14][C:15]1[CH:20]=[CH:19][C:18]([S:21]([CH3:23])(=[O:30])=[O:22])=[CH:17][CH:16]=1)[C:9]([CH3:24])=[C:8]2[CH2:25][C:26]([OH:28])=[O:27]. (4) Given the reactants [Cl:1][C:2]1[CH:30]=[CH:29][CH:28]=[C:27]([Cl:31])[C:3]=1[C:4]([NH:6][C@H:7]([C:23]([O:25][CH3:26])=[O:24])[CH2:8][C:9]1[CH:14]=[CH:13][C:12](OS(C(F)(F)F)(=O)=O)=[CH:11][CH:10]=1)=[O:5].[CH2:32](N(CC)CC)[CH3:33].CN([CH:42]=[O:43])C, predict the reaction product. The product is: [Cl:1][C:2]1[CH:30]=[CH:29][CH:28]=[C:27]([Cl:31])[C:3]=1[C:4]([NH:6][C@H:7]([C:23]([O:25][CH3:26])=[O:24])[CH2:8][C:9]1[CH:14]=[CH:13][C:12]([C:32]#[C:33][CH2:42][OH:43])=[CH:11][CH:10]=1)=[O:5].